Predict the product of the given reaction. From a dataset of Forward reaction prediction with 1.9M reactions from USPTO patents (1976-2016). (1) Given the reactants [CH2:1]([CH:5]1[CH2:10][O:9][CH:8]([C:11]2[CH:16]=[CH:15][C:14](B3OC(C)(C)C(C)(C)O3)=[C:13]([F:26])[CH:12]=2)[CH2:7][CH2:6]1)[CH2:2][CH2:3][CH3:4].Br[C:28]1[CH:33]=[C:32]([F:34])[C:31]([C:35]([F:50])([F:49])[O:36][C:37]2[CH:38]=[C:39]([F:48])[C:40]([C:44]([F:47])([F:46])[F:45])=[C:41]([F:43])[CH:42]=2)=[C:30]([F:51])[CH:29]=1, predict the reaction product. The product is: [CH2:1]([CH:5]1[CH2:10][O:9][CH:8]([C:11]2[CH:16]=[CH:15][C:14]([C:28]3[CH:29]=[C:30]([F:51])[C:31]([C:35]([O:36][C:37]4[CH:42]=[C:41]([F:43])[C:40]([C:44]([F:45])([F:47])[F:46])=[C:39]([F:48])[CH:38]=4)([F:49])[F:50])=[C:32]([F:34])[CH:33]=3)=[C:13]([F:26])[CH:12]=2)[CH2:7][CH2:6]1)[CH2:2][CH2:3][CH3:4]. (2) Given the reactants [OH:1][C:2]1[CH:9]=[C:8]([CH3:10])[C:5]([CH:6]=[O:7])=[C:4]([O:11][CH3:12])[CH:3]=1.C(Cl)Cl.[C:16]1(B(O)O)[CH:21]=[CH:20][CH:19]=[CH:18][CH:17]=1.N1C=CC=CC=1, predict the reaction product. The product is: [CH3:12][O:11][C:4]1[CH:3]=[C:2]([O:1][C:16]2[CH:21]=[CH:20][CH:19]=[CH:18][CH:17]=2)[CH:9]=[C:8]([CH3:10])[C:5]=1[CH:6]=[O:7]. (3) Given the reactants [OH:1][C:2]1[CH:6]([CH:7]([CH3:9])[CH3:8])[NH:5][C:4](=[O:10])[CH:3]=1.[CH:11](=O)[C:12]1[CH:17]=[CH:16][CH:15]=[CH:14][CH:13]=1.[CH3:19][C:20]1[C:28]2[C:23](=[CH:24][CH:25]=[CH:26][CH:27]=2)[NH:22][CH:21]=1, predict the reaction product. The product is: [OH:1][C:2]1[CH:6]([CH:7]([CH3:9])[CH3:8])[NH:5][C:4](=[O:10])[C:3]=1[CH:11]([C:21]1[NH:22][C:23]2[C:28]([C:20]=1[CH3:19])=[CH:27][CH:26]=[CH:25][CH:24]=2)[C:12]1[CH:17]=[CH:16][CH:15]=[CH:14][CH:13]=1. (4) Given the reactants [CH3:1][S:2]([C:5]1[CH:20]=[CH:19][C:8]([O:9][C:10]2[CH:15]=[CH:14][C:13]([N+:16]([O-])=O)=[CH:12][CH:11]=2)=[CH:7][CH:6]=1)(=[O:4])=[O:3], predict the reaction product. The product is: [CH3:1][S:2]([C:5]1[CH:20]=[CH:19][C:8]([O:9][C:10]2[CH:15]=[CH:14][C:13]([NH2:16])=[CH:12][CH:11]=2)=[CH:7][CH:6]=1)(=[O:3])=[O:4]. (5) Given the reactants [Cl:1][C:2]1[CH:25]=[CH:24][C:5]2[O:6][C:7]3[CH:23]=[CH:22][CH:21]=[CH:20][C:8]=3[C@@H:9]([C:15](OCC)=[O:16])[C@H:10]([CH2:11][N+:12]([O-:14])=[O:13])[C:4]=2[CH:3]=1.O1CCCC1.[BH4-].[Na+].CC(C)=O, predict the reaction product. The product is: [Cl:1][C:2]1[CH:25]=[CH:24][C:5]2[O:6][C:7]3[CH:23]=[CH:22][CH:21]=[CH:20][C:8]=3[C@@H:9]([CH2:15][OH:16])[C@H:10]([CH2:11][N+:12]([O-:14])=[O:13])[C:4]=2[CH:3]=1.